Task: Predict the reactants needed to synthesize the given product.. Dataset: Full USPTO retrosynthesis dataset with 1.9M reactions from patents (1976-2016) (1) Given the product [Cl:19][C:13]1[C:14]([Cl:18])=[CH:15][CH:16]=[CH:17][C:12]=1[CH2:11][N:7]1[C:6]2[CH:20]=[C:2]([N:24]3[CH2:29][CH2:28][O:27][CH2:26][CH2:25]3)[CH:3]=[C:4]([N+:21]([O-:23])=[O:22])[C:5]=2[N:9]=[C:8]1[CH3:10], predict the reactants needed to synthesize it. The reactants are: Br[C:2]1[CH:3]=[C:4]([N+:21]([O-:23])=[O:22])[C:5]2[N:9]=[C:8]([CH3:10])[N:7]([CH2:11][C:12]3[CH:17]=[CH:16][CH:15]=[C:14]([Cl:18])[C:13]=3[Cl:19])[C:6]=2[CH:20]=1.[NH:24]1[CH2:29][CH2:28][O:27][CH2:26][CH2:25]1.C([O-])([O-])=O.[Cs+].[Cs+].CC(C1C=C(C(C)C)C(C2C=CC=CC=2P(C2CCCCC2)C2CCCCC2)=C(C(C)C)C=1)C. (2) Given the product [CH3:1][N:2]1[C:10]2[C:5](=[C:6]([CH:11]([NH2:13])[CH3:12])[CH:7]=[CH:8][CH:9]=2)[CH2:4][CH2:3]1, predict the reactants needed to synthesize it. The reactants are: [CH3:1][N:2]1[C:10]2[C:5](=[C:6]([CH:11]([NH2:13])[CH3:12])[CH:7]=[CH:8][CH:9]=2)[CH:4]=[CH:3]1.C([BH3-])#N.[Na+]. (3) Given the product [Cl:28][C:29]1[CH:34]=[CH:33][CH:32]=[C:31]([F:35])[C:30]=1[CH2:36][N:37]([CH2:1][C:3]1[CH:8]=[CH:7][C:6]([CH2:9][N:10]2[CH2:11][CH2:12][N:13]([C:16]3[C:21]([C:22]([O:24][CH:25]([CH3:27])[CH3:26])=[O:23])=[CH:20][CH:19]=[CH:18][N:17]=3)[CH2:14][CH2:15]2)=[CH:5][CH:4]=1)[CH2:38][CH2:39][CH2:40][N:41]1[CH2:45][CH2:44][CH2:43][C:42]1=[O:46], predict the reactants needed to synthesize it. The reactants are: [CH:1]([C:3]1[CH:8]=[CH:7][C:6]([CH2:9][N:10]2[CH2:15][CH2:14][N:13]([C:16]3[C:21]([C:22]([O:24][CH:25]([CH3:27])[CH3:26])=[O:23])=[CH:20][CH:19]=[CH:18][N:17]=3)[CH2:12][CH2:11]2)=[CH:5][CH:4]=1)=O.[Cl:28][C:29]1[CH:34]=[CH:33][CH:32]=[C:31]([F:35])[C:30]=1[CH2:36][NH:37][CH2:38][CH2:39][CH2:40][N:41]1[CH2:45][CH2:44][CH2:43][C:42]1=[O:46].C(O)(=O)C.C(O[BH-](OC(=O)C)OC(=O)C)(=O)C.[Na+]. (4) Given the product [ClH:19].[Cl:19][C:20]1[CH:27]=[C:26]([Cl:28])[CH:25]=[CH:24][C:21]=1[CH2:22][S:18][C:9]1[NH:8][C@H:7]([C:1]2[CH:2]=[CH:3][CH:4]=[CH:5][CH:6]=2)[C@H:11]([C:12]2[CH:13]=[CH:14][CH:15]=[CH:16][CH:17]=2)[N:10]=1, predict the reactants needed to synthesize it. The reactants are: [C:1]1([C@H:7]2[C@@H:11]([C:12]3[CH:17]=[CH:16][CH:15]=[CH:14][CH:13]=3)[NH:10][C:9](=[S:18])[NH:8]2)[CH:6]=[CH:5][CH:4]=[CH:3][CH:2]=1.[Cl:19][C:20]1[CH:27]=[C:26]([Cl:28])[CH:25]=[CH:24][C:21]=1[CH2:22]Cl. (5) Given the product [Cl:1][C:2]1[CH:3]=[CH:4][C:5]2[S:11][C:13]([CH3:15])([CH3:12])[O:8][C:7](=[O:9])[C:6]=2[CH:10]=1, predict the reactants needed to synthesize it. The reactants are: [Cl:1][C:2]1[CH:3]=[CH:4][C:5]([SH:11])=[C:6]([CH:10]=1)[C:7]([OH:9])=[O:8].[CH3:12][C:13]([CH3:15])=O.C12(CS(O)(=O)=O)C(C)(C)C(CC1)CC2=O. (6) Given the product [N:30]1[N:31]=[C:32]([C:39]2[CH:48]=[CH:47][C:46]3[C:41](=[C:42]([O:8][C@@H:7]4[CH2:6][CH2:5][N:4]([C:9]([O:11][CH2:12][C:13]5[CH:18]=[CH:17][CH:16]=[CH:15][CH:14]=5)=[O:10])[CH2:3][C@H:2]4[F:1])[CH:43]=[CH:44][CH:45]=3)[N:40]=2)[N:33]2[CH:38]=[CH:37][CH:36]=[CH:35][C:34]=12, predict the reactants needed to synthesize it. The reactants are: [F:1][C@H:2]1[C@H:7]([OH:8])[CH2:6][CH2:5][N:4]([C:9]([O:11][CH2:12][C:13]2[CH:18]=[CH:17][CH:16]=[CH:15][CH:14]=2)=[O:10])[CH2:3]1.CC([O-])(C)C.[K+].C1COCC1.[N:30]1[N:31]=[C:32]([C:39]2[CH:48]=[CH:47][C:46]3[C:41](=[C:42](F)[CH:43]=[CH:44][CH:45]=3)[N:40]=2)[N:33]2[CH:38]=[CH:37][CH:36]=[CH:35][C:34]=12.